The task is: Predict the reactants needed to synthesize the given product.. This data is from Full USPTO retrosynthesis dataset with 1.9M reactions from patents (1976-2016). (1) Given the product [F:1][C:2]1[CH:3]=[C:4]2[C:8](=[CH:9][CH:10]=1)[CH:7]([NH:11][C:12]1[CH:21]=[CH:20][C:19]3[C:14](=[CH:15][CH:16]=[C:17]([NH:22][C:31](=[O:32])[CH2:30][N:27]4[CH2:28][CH2:29][N:24]([CH3:23])[CH2:25][CH2:26]4)[CH:18]=3)[N:13]=1)[CH2:6][CH2:5]2, predict the reactants needed to synthesize it. The reactants are: [F:1][C:2]1[CH:3]=[C:4]2[C:8](=[CH:9][CH:10]=1)[CH:7]([NH:11][C:12]1[CH:21]=[CH:20][C:19]3[C:14](=[CH:15][CH:16]=[C:17]([NH2:22])[CH:18]=3)[N:13]=1)[CH2:6][CH2:5]2.[CH3:23][N:24]1[CH2:29][CH2:28][N:27]([CH2:30][C:31](O)=[O:32])[CH2:26][CH2:25]1. (2) Given the product [CH3:9][O:10][CH:11]([O:14][CH3:15])[CH2:12][NH:6][CH2:5][CH2:4][N:3]([CH2:7][CH3:8])[CH2:1][CH3:2], predict the reactants needed to synthesize it. The reactants are: [CH2:1]([N:3]([CH2:7][CH3:8])[CH2:4][CH2:5][NH2:6])[CH3:2].[CH3:9][O:10][CH:11]([O:14][CH3:15])[CH:12]=O. (3) Given the product [Si:1]([O:8][CH2:9][C@H:10]1[O:14][C@@H:13]([N:15]2[CH:22]=[CH:21][C:19]([NH:20][C:27]([O:29][C:30]([CH3:33])([CH3:32])[CH3:31])=[O:28])=[N:18][C:16]2=[O:17])[C@H:12]([OH:23])[C@:11]1([C:25]#[CH:26])[OH:24])([C:4]([CH3:7])([CH3:6])[CH3:5])([CH3:2])[CH3:3], predict the reactants needed to synthesize it. The reactants are: [Si:1]([O:8][CH2:9][C@H:10]1[O:14][C@@H:13]([N:15]2[CH:22]=[CH:21][C:19]([NH2:20])=[N:18][C:16]2=[O:17])[C@H:12]([OH:23])[C@:11]1([C:25]#[CH:26])[OH:24])([C:4]([CH3:7])([CH3:6])[CH3:5])([CH3:3])[CH3:2].[C:27](O[C:27]([O:29][C:30]([CH3:33])([CH3:32])[CH3:31])=[O:28])([O:29][C:30]([CH3:33])([CH3:32])[CH3:31])=[O:28].